From a dataset of Full USPTO retrosynthesis dataset with 1.9M reactions from patents (1976-2016). Predict the reactants needed to synthesize the given product. (1) Given the product [CH3:20][O:19][C:16]1[CH:15]=[CH:14][C:13]([CH2:12][N:8]2[CH2:9][CH2:10][CH2:11][CH:6]([C:4](=[O:5])[CH2:24][CH2:23][CH3:27])[CH2:7]2)=[CH:18][CH:17]=1, predict the reactants needed to synthesize it. The reactants are: CON(C)[C:4]([CH:6]1[CH2:11][CH2:10][CH2:9][N:8]([CH2:12][C:13]2[CH:18]=[CH:17][C:16]([O:19][CH3:20])=[CH:15][CH:14]=2)[CH2:7]1)=[O:5].[Cl-].[CH2:23]1[CH2:27]OC[CH2:24]1. (2) Given the product [C:3]([C:4]12[CH2:33][CH2:32][C@@H:31]([C:34]([CH3:36])=[CH2:35])[CH:5]1[CH:6]1[C@@:19]([CH3:22])([CH2:20][CH2:21]2)[C@@:18]2([CH3:23])[CH:9]([C@:10]3([CH3:30])[CH:15]([CH2:16][CH2:17]2)[C:14]([CH3:24])([CH3:25])[C@@H:13]([OH:26])[CH2:12][CH2:11]3)[CH2:8][CH2:7]1)#[CH:2], predict the reactants needed to synthesize it. The reactants are: Cl/[CH:2]=[CH:3]/[C:4]12[CH2:33][CH2:32][C@@H:31]([C:34]([CH3:36])=[CH2:35])[CH:5]1[CH:6]1[C@@:19]([CH3:22])([CH2:20][CH2:21]2)[C@@:18]2([CH3:23])[CH:9]([C@:10]3([CH3:30])[CH:15]([CH2:16][CH2:17]2)[C:14]([CH3:25])([CH3:24])[C@@H:13]([O:26]C(=O)C)[CH2:12][CH2:11]3)[CH2:8][CH2:7]1.CCN(C(C)C)C(C)C.O(S(C(F)(F)F)(=O)=O)S(C(F)(F)F)(=O)=O. (3) Given the product [ClH:72].[S:23]1[C:33]2[CH:32]=[C:31]([CH2:34][NH:1][CH:2]3[CH2:7][CH2:6][N:5]([CH2:8][C@H:9]4[N:19]5[C:20]6[N:11]([C:12](=[O:22])[CH:13]=[CH:14][C:15]=6[N:16]=[CH:17][C:18]5=[O:21])[CH2:10]4)[CH2:4][CH2:3]3)[N:30]=[CH:29][C:28]=2[O:27][CH2:26][CH2:25][CH2:24]1, predict the reactants needed to synthesize it. The reactants are: [NH2:1][CH:2]1[CH2:7][CH2:6][N:5]([CH2:8][C@H:9]2[N:19]3[C:20]4[N:11]([C:12](=[O:22])[CH:13]=[CH:14][C:15]=4[N:16]=[CH:17][C:18]3=[O:21])[CH2:10]2)[CH2:4][CH2:3]1.[S:23]1[C:33]2[CH:32]=[C:31]([CH:34]=O)[N:30]=[CH:29][C:28]=2[O:27][CH2:26][CH2:25][CH2:24]1.S1C2C=C(C=O)N=CC=2OCC1.BrC(Br)(C)C.C(O[BH-](OC(=O)C)OC(=O)C)(=O)C.[Na+].C(=O)([O-])O.[Na+].[Cl:72]CCl. (4) Given the product [OH:18][C:16]1([C:1](=[O:3])[CH3:2])[CH2:15][C:14]([CH3:20])([CH3:19])[O:13][C:12]([CH3:21])([CH3:11])[CH2:17]1, predict the reactants needed to synthesize it. The reactants are: [CH2:1]([O:3]C=C)[CH3:2].[Li]C(C)(C)C.[CH3:11][C:12]1([CH3:21])[CH2:17][C:16](=[O:18])[CH2:15][C:14]([CH3:20])([CH3:19])[O:13]1. (5) Given the product [ClH:10].[CH:1]([N:4]1[CH2:9][CH2:8][N:7]([C:11]2[N:12]=[N:13][C:14]([C:19]3[CH:20]=[CH:21][CH:22]=[CH:23][CH:24]=3)=[CH:15][C:16]=2[C:17]#[N:18])[CH2:6][CH2:5]1)([CH3:3])[CH3:2], predict the reactants needed to synthesize it. The reactants are: [CH:1]([N:4]1[CH2:9][CH2:8][NH:7][CH2:6][CH2:5]1)([CH3:3])[CH3:2].[Cl:10][C:11]1[N:12]=[N:13][C:14]([C:19]2[CH:24]=[CH:23][CH:22]=[CH:21][CH:20]=2)=[CH:15][C:16]=1[C:17]#[N:18]. (6) Given the product [F:17][CH:16]([O:11][C:6]1[CH:7]=[C:8]([CH3:10])[CH:9]=[C:4]([CH3:3])[C:5]=1[CH2:12][CH:13]=[CH2:14])[F:18], predict the reactants needed to synthesize it. The reactants are: [OH-].[Na+].[CH3:3][C:4]1[C:5]([CH2:12][CH:13]=[CH2:14])=[C:6]([OH:11])[CH:7]=[C:8]([CH3:10])[CH:9]=1.Cl[CH:16]([F:18])[F:17].O. (7) Given the product [CH3:18][NH:17][C:15](=[O:16])[C:10]1[C:9]([NH:8][C:6]2[C:5]([C:19]([F:22])([F:21])[F:20])=[CH:4][N:3]=[C:2]([NH:23][C:24]3[CH:25]=[C:26]4[C:30](=[CH:31][CH:32]=3)[NH:29][C:28](=[O:33])[CH2:27]4)[CH:7]=2)=[CH:14][CH:13]=[CH:12][N:11]=1, predict the reactants needed to synthesize it. The reactants are: Cl[C:2]1[CH:7]=[C:6]([NH:8][C:9]2[C:10]([C:15]([NH:17][CH3:18])=[O:16])=[N:11][CH:12]=[CH:13][CH:14]=2)[C:5]([C:19]([F:22])([F:21])[F:20])=[CH:4][N:3]=1.[NH2:23][C:24]1[CH:25]=[C:26]2[C:30](=[CH:31][CH:32]=1)[NH:29][C:28](=[O:33])[CH2:27]2.CCCCO.Cl. (8) Given the product [CH2:18]([NH:25][C:14]([C:8]1[C:7](=[O:17])[C:6]2[C:11](=[CH:12][CH:13]=[C:4]([O:3][CH2:1][CH3:2])[N:5]=2)[NH:10][CH:9]=1)=[O:16])[C:19]1[CH:24]=[CH:23][CH:22]=[CH:21][CH:20]=1, predict the reactants needed to synthesize it. The reactants are: [CH2:1]([O:3][C:4]1[N:5]=[C:6]2[C:11](=[CH:12][CH:13]=1)[NH:10][CH:9]=[C:8]([C:14]([OH:16])=O)[C:7]2=[O:17])[CH3:2].[CH2:18]([NH2:25])[C:19]1[CH:24]=[CH:23][CH:22]=[CH:21][CH:20]=1. (9) Given the product [O:1]=[C:2]1[N:8]([CH:9]2[CH2:14][CH2:13][N:12]([C:15]([O:17][C@H:18]([CH2:19][C:20]3[CH:25]=[C:24]([CH3:26])[C:23]([OH:27])=[C:22]([CH3:28])[CH:21]=3)[C:29]([N:54]3[CH2:53][CH2:52][CH:51]([N:48]4[CH2:49][CH2:50][CH:45]([O:44][CH3:43])[CH2:46][CH2:47]4)[CH2:56][CH2:55]3)=[O:31])=[O:16])[CH2:11][CH2:10]2)[CH2:7][CH2:6][C:5]2[CH:32]=[CH:33][CH:34]=[CH:35][C:4]=2[NH:3]1, predict the reactants needed to synthesize it. The reactants are: [O:1]=[C:2]1[N:8]([CH:9]2[CH2:14][CH2:13][N:12]([C:15]([O:17][C@@H:18]([C:29]([OH:31])=O)[CH2:19][C:20]3[CH:25]=[C:24]([CH3:26])[C:23]([OH:27])=[C:22]([CH3:28])[CH:21]=3)=[O:16])[CH2:11][CH2:10]2)[CH2:7][CH2:6][C:5]2[CH:32]=[CH:33][CH:34]=[CH:35][C:4]=2[NH:3]1.C(N(CC)CC)C.[CH3:43][O:44][CH:45]1[CH2:50][CH2:49][N:48]([CH:51]2[CH2:56][CH2:55][NH:54][CH2:53][CH2:52]2)[CH2:47][CH2:46]1.